The task is: Predict the reaction yield, written as a fraction of the theoretical maximum amount of product (1.0 means a 100% yield; for example, 0.34 means a 34% yield).. This data is from Reaction yield outcomes from USPTO patents with 853,638 reactions. (1) The reactants are [Cl:1][C:2]1[C:3]([O:9][C:10]2[CH:15]=[C:14]([O:16][CH2:17][CH2:18][O:19][CH3:20])[CH:13]=[CH:12][C:11]=2/[CH:21]=[CH:22]/[C:23]([OH:25])=O)=[N:4][CH:5]=[C:6]([Cl:8])[CH:7]=1.Cl.C(N=C=NCCCN(C)C)C.[CH2:38]([S:43]([NH2:46])(=[O:45])=[O:44])[CH2:39][CH2:40][CH2:41][CH3:42].O. The catalyst is CN(C)C=O.CN(C)C1C=CN=CC=1. The product is [Cl:1][C:2]1[C:3]([O:9][C:10]2[CH:15]=[C:14]([O:16][CH2:17][CH2:18][O:19][CH3:20])[CH:13]=[CH:12][C:11]=2/[CH:21]=[CH:22]/[C:23]([NH:46][S:43]([CH2:38][CH2:39][CH2:40][CH2:41][CH3:42])(=[O:45])=[O:44])=[O:25])=[N:4][CH:5]=[C:6]([Cl:8])[CH:7]=1. The yield is 0.430. (2) The reactants are CS([O:5][C:6]1[CH:11]=[C:10]([CH2:12][CH2:13][CH3:14])[CH:9]=[CH:8][C:7]=1[O:15][C:16]1[CH:17]=[N:18][C:19]([NH:22][S:23]([CH3:26])(=[O:25])=[O:24])=[CH:20][CH:21]=1)(=O)=O.[OH-].[K+]. The catalyst is O. The product is [OH:5][C:6]1[CH:11]=[C:10]([CH2:12][CH2:13][CH3:14])[CH:9]=[CH:8][C:7]=1[O:15][C:16]1[CH:21]=[CH:20][C:19]([NH:22][S:23]([CH3:26])(=[O:24])=[O:25])=[N:18][CH:17]=1. The yield is 0.770. (3) The reactants are [CH3:1][CH:2]([C:4]1[CH:9]=[CH:8][C:7]([C:10]([CH3:12])=[O:11])=[CH:6][CH:5]=1)[CH3:3].[Br:13]Br. The catalyst is C(OCC)(=O)C. The product is [Br:13][CH2:12][C:10]([C:7]1[CH:6]=[CH:5][C:4]([CH:2]([CH3:1])[CH3:3])=[CH:9][CH:8]=1)=[O:11]. The yield is 0.660. (4) The reactants are [CH:1]12CC3CC(CC(C3)C1)C2.[C:11]12([CH2:21][C:22]([NH:24][CH2:25][C:26]3[CH:31]=[CH:30][C:29]([CH3:32])=[CH:28][CH:27]=3)=[O:23])[CH2:20][CH:15]3[CH2:16][CH:17]([CH2:19][CH:13]([CH2:14]3)[CH2:12]1)[CH2:18]2.[H-].[Na+].CI. The yield is 0.830. The catalyst is CN(C=O)C. The product is [C:11]12([CH2:21][C:22]([N:24]([CH3:1])[CH2:25][C:26]3[CH:27]=[CH:28][C:29]([CH3:32])=[CH:30][CH:31]=3)=[O:23])[CH2:18][CH:17]3[CH2:16][CH:15]([CH2:14][CH:13]([CH2:19]3)[CH2:12]1)[CH2:20]2. (5) The reactants are [NH2:1][C:2]1[N:7]=[C:6](OS(C(F)(F)F)(=O)=O)[C:5]([CH3:16])=[C:4]([C:17]2[O:18][CH:19]=[CH:20][CH:21]=2)[N:3]=1.[CH2:22]([NH2:29])[C:23]1[CH:28]=[CH:27][CH:26]=[CH:25][CH:24]=1.O. The catalyst is COCCOC. The product is [CH2:22]([NH:29][C:6]1[C:5]([CH3:16])=[C:4]([C:17]2[O:18][CH:19]=[CH:20][CH:21]=2)[N:3]=[C:2]([NH2:1])[N:7]=1)[C:23]1[CH:28]=[CH:27][CH:26]=[CH:25][CH:24]=1. The yield is 0.650. (6) The reactants are [H-].[H-].[H-].[H-].[Li+].[Al+3].[F:7][C:8]1[CH:9]=[C:10]2[N:15]([C:16]=1[C:17]#[N:18])[CH:14]=[CH:13][CH:12]=[CH:11]2. The catalyst is CCOCC. The product is [F:7][C:8]1[CH:9]=[C:10]2[N:15]([C:16]=1[CH2:17][NH2:18])[CH:14]=[CH:13][CH:12]=[CH:11]2. The yield is 0.850. (7) The reactants are [CH2:1]([O:3][C:4]([C:6]1[S:10][C:9]2[CH:11]=[C:12]([C:15]([CH2:26][CH3:27])([C:18]3[CH:23]=[CH:22][C:21]([OH:24])=[C:20]([CH3:25])[CH:19]=3)[CH2:16][CH3:17])[CH:13]=[CH:14][C:8]=2[CH:7]=1)=[O:5])[CH3:2].Br[CH2:29][C:30](=[O:35])[C:31]([CH3:34])([CH3:33])[CH3:32].C([O-])([O-])=O.[K+].[K+]. The catalyst is CC(C)=O. The product is [CH2:1]([O:3][C:4]([C:6]1[S:10][C:9]2[CH:11]=[C:12]([C:15]([C:18]3[CH:23]=[CH:22][C:21]([O:24][CH2:29][C:30](=[O:35])[C:31]([CH3:34])([CH3:33])[CH3:32])=[C:20]([CH3:25])[CH:19]=3)([CH2:26][CH3:27])[CH2:16][CH3:17])[CH:13]=[CH:14][C:8]=2[CH:7]=1)=[O:5])[CH3:2]. The yield is 0.910. (8) The reactants are [CH:1]12[O:7][C:6]1([C:8]1[N:13]=[CH:12][C:11]([C:14]3[CH:15]=[C:16]([C:29]4[CH:34]=[CH:33][CH:32]=[CH:31][N:30]=4)[C:17]4[S:21][C:20]([NH:22][C:23]([NH:25][CH2:26][CH3:27])=[O:24])=[N:19][C:18]=4[CH:28]=3)=[CH:10][N:9]=1)[CH2:5][CH2:4][O:3][CH2:2]2.S(=O)(=O)(O)[OH:36].C1(C)C=CC(S(O)(=O)=O)=CC=1. The catalyst is C1COCC1.O. The product is [OH:7][CH:1]1[C:6]([C:8]2[N:13]=[CH:12][C:11]([C:14]3[CH:15]=[C:16]([C:29]4[CH:34]=[CH:33][CH:32]=[CH:31][N:30]=4)[C:17]4[S:21][C:20]([NH:22][C:23]([NH:25][CH2:26][CH3:27])=[O:24])=[N:19][C:18]=4[CH:28]=3)=[CH:10][N:9]=2)([OH:36])[CH2:5][CH2:4][O:3][CH2:2]1. The yield is 0.420.